This data is from Choline transporter screen with 302,306 compounds. The task is: Binary Classification. Given a drug SMILES string, predict its activity (active/inactive) in a high-throughput screening assay against a specified biological target. (1) The molecule is s1c(C(=O)NCc2n(c(=S)[nH]n2)C)ccc1. The result is 0 (inactive). (2) The drug is O=C1N(CC(C1)C(=O)NCCc1cc(OCC)c(OCC)cc1)c1c(OCC)cccc1. The result is 0 (inactive). (3) The drug is O=C(N(C1CCCCC1)C(c1cccnc1)C)Nc1ccccc1. The result is 0 (inactive). (4) The molecule is O1C2(C3(C(C(C2)CC3)(C1)C)C)C(=O)Nc1ccc([N+]([O-])=O)cc1. The result is 0 (inactive). (5) The molecule is O=C(N1CCN(CC1)CC)CS(=O)Cc1nc(oc1C)c1cc(ccc1)C. The result is 0 (inactive). (6) The molecule is O=C(N1CCN(CC1)Cc1ccccc1)CNC(=O)c1nn(c(=O)c2c1cccc2)c1c(OC)cc(OC)cc1. The result is 0 (inactive). (7) The compound is S1(=O)(=O)CC(NC(=O)CN2C(=O)C(/SC2=O)=C/c2ccccc2)CC1. The result is 0 (inactive). (8) The drug is s1c2c(N(CCO)C)ncnc2c(c1)C. The result is 0 (inactive).